From a dataset of Reaction yield outcomes from USPTO patents with 853,638 reactions. Predict the reaction yield, written as a fraction of the theoretical maximum amount of product (1.0 means a 100% yield; for example, 0.34 means a 34% yield). (1) The reactants are I[C:2]1[C:3]([NH:11][CH:12]([CH3:14])[CH3:13])=[N:4][C:5]([S:9][CH3:10])=[N:6][C:7]=1[CH3:8].[C:15]([O:19][CH2:20][CH3:21])(=[O:18])[CH:16]=[CH2:17].C(N(CC)CC)C.C1(C)C=CC=CC=1P(C1C=CC=CC=1C)C1C=CC=CC=1C. The yield is 0.340. The catalyst is C([O-])(=O)C.[Pd+2].C([O-])(=O)C.CC(N(C)C)=O. The product is [CH:12]([NH:11][C:3]1[C:2](/[CH:17]=[CH:16]/[C:15]([O:19][CH2:20][CH3:21])=[O:18])=[C:7]([CH3:8])[N:6]=[C:5]([S:9][CH3:10])[N:4]=1)([CH3:14])[CH3:13]. (2) The reactants are CO[C:3]1[CH:12]=[CH:11][C:10]2[C:5](=[CH:6][CH:7]=[CH:8][CH:9]=2)[C:4]=1[C:13]([O:15][CH3:16])=[O:14].[F:17][C:18]([F:34])([F:33])[C:19]1[CH:24]=[CH:23][C:22](B2OCC(C)(C)CO2)=[CH:21][CH:20]=1. The catalyst is C1(C)C=CC=CC=1. The product is [F:17][C:18]([F:34])([F:33])[C:19]1[CH:24]=[CH:23][C:22]([C:3]2[CH:12]=[CH:11][C:10]3[C:5](=[CH:6][CH:7]=[CH:8][CH:9]=3)[C:4]=2[C:13]([O:15][CH3:16])=[O:14])=[CH:21][CH:20]=1. The yield is 0.860. (3) The product is [NH2:3][C:2]1[N:4]=[C:5]([NH:6][C:10](=[O:13])[CH2:11][CH3:12])[N:7]=[C:8]([NH:9][C:10](=[O:13])[CH2:11][CH3:12])[N:1]=1. The reactants are [N:1]1[C:8]([NH2:9])=[N:7][C:5]([NH2:6])=[N:4][C:2]=1[NH2:3].[C:10](O[C:10](=[O:13])[CH2:11][CH3:12])(=[O:13])[CH2:11][CH3:12]. The catalyst is N1C=CC=CC=1. The yield is 0.690. (4) The reactants are CC(C)([O-])C.[Na+].CC1(C)C2C(=C(P(C3C=CC=CC=3)C3C=CC=CC=3)C=CC=2)OC2C(P(C3C=CC=CC=3)C3C=CC=CC=3)=CC=CC1=2.[N:49]1[CH:54]=[CH:53][CH:52]=[CH:51][C:50]=1[C:55]1[O:56][C:57]2[CH2:63][CH2:62][CH2:61][NH:60][CH2:59][C:58]=2[N:64]=1.Br[C:66]1[CH:67]=[C:68]([F:75])[C:69]([F:74])=[C:70]([CH:73]=1)[C:71]#[N:72]. The catalyst is C1(C)C=CC=CC=1.C(OCC)(=O)C.C1C=CC(/C=C/C(/C=C/C2C=CC=CC=2)=O)=CC=1.C1C=CC(/C=C/C(/C=C/C2C=CC=CC=2)=O)=CC=1.C1C=CC(/C=C/C(/C=C/C2C=CC=CC=2)=O)=CC=1.[Pd].[Pd]. The product is [F:74][C:69]1[C:68]([F:75])=[CH:67][C:66]([N:60]2[CH2:61][CH2:62][CH2:63][C:57]3[O:56][C:55]([C:50]4[CH:51]=[CH:52][CH:53]=[CH:54][N:49]=4)=[N:64][C:58]=3[CH2:59]2)=[CH:73][C:70]=1[C:71]#[N:72]. The yield is 0.200. (5) The reactants are CS(Cl)(=O)=O.[Cl:6][C:7]1[C:8]([C:13]2[CH:21]=[C:20]([C:22]([F:25])([F:24])[F:23])[CH:19]=[CH:18][C:14]=2[C:15]([OH:17])=O)=[N:9][CH:10]=[CH:11][CH:12]=1.C(N(CC)CC)C.[NH2:33][C:34]1[C:42]([CH3:43])=[CH:41][C:40]([Cl:44])=[CH:39][C:35]=1[C:36](O)=[O:37]. The catalyst is C(#N)C.C(OCC)(=O)C. The product is [Cl:44][C:40]1[CH:41]=[C:42]([CH3:43])[C:34]2[N:33]=[C:15]([C:14]3[CH:18]=[CH:19][C:20]([C:22]([F:25])([F:24])[F:23])=[CH:21][C:13]=3[C:8]3[C:7]([Cl:6])=[CH:12][CH:11]=[CH:10][N:9]=3)[O:17][C:36](=[O:37])[C:35]=2[CH:39]=1. The yield is 0.430. (6) The reactants are [CH3:1][C:2]1([C:7]2[CH:17]=[CH:16][C:10]([C:11]([O:13]CC)=[O:12])=[CH:9][C:8]=2[NH:18][C:19]2[CH:24]=[CH:23][C:22]([O:25][CH2:26][CH2:27][O:28][CH:29]3[CH2:34][CH2:33][O:32][CH2:31][CH2:30]3)=[CH:21][CH:20]=2)[O:6][CH2:5][CH2:4][O:3]1.[OH-].[Na+].O. The catalyst is CO. The product is [CH3:1][C:2]1([C:7]2[CH:17]=[CH:16][C:10]([C:11]([OH:13])=[O:12])=[CH:9][C:8]=2[NH:18][C:19]2[CH:20]=[CH:21][C:22]([O:25][CH2:26][CH2:27][O:28][CH:29]3[CH2:30][CH2:31][O:32][CH2:33][CH2:34]3)=[CH:23][CH:24]=2)[O:3][CH2:4][CH2:5][O:6]1. The yield is 0.620. (7) The reactants are B(Br)(Br)Br.C([O:12][C:13]1[CH:18]=[CH:17][C:16]([CH:19]2[C:28]3[C:23](=[CH:24][C:25]([O:29]C)=[CH:26][CH:27]=3)[CH2:22][CH2:21][N:20]2[C:31](=[O:36])[C:32]([F:35])([F:34])[F:33])=[CH:15][CH:14]=1)C1C=CC=CC=1.CO. The catalyst is C(Cl)Cl. The product is [F:35][C:32]([F:33])([F:34])[C:31]([N:20]1[CH2:21][CH2:22][C:23]2[C:28](=[CH:27][CH:26]=[C:25]([OH:29])[CH:24]=2)[CH:19]1[C:16]1[CH:17]=[CH:18][C:13]([OH:12])=[CH:14][CH:15]=1)=[O:36]. The yield is 0.100.